This data is from Forward reaction prediction with 1.9M reactions from USPTO patents (1976-2016). The task is: Predict the product of the given reaction. (1) Given the reactants [CH2:1]([N:3]1[C:11]2[C:6](=[CH:7][CH:8]=[C:9]([NH:12][C:13]([C:15]3[CH:20]=[CH:19][C:18]([N:21]4[CH2:26][CH2:25][CH:24]([C:27](O)=[O:28])[CH2:23][CH2:22]4)=[CH:17][CH:16]=3)=[O:14])[CH:10]=2)[CH:5]=[CH:4]1)[CH3:2].[C:30]([S:34]([NH2:37])(=[O:36])=[O:35])([CH3:33])([CH3:32])[CH3:31].IC1C=CC(NC(C2C=CC(N3CCC(C(NS(C(C)(C)C)(=O)=O)=O)CC3)=NC=2)=O)=CC=1C, predict the reaction product. The product is: [CH2:1]([N:3]1[C:11]2[C:6](=[CH:7][CH:8]=[C:9]([NH:12][C:13](=[O:14])[C:15]3[CH:20]=[CH:19][C:18]([N:21]4[CH2:26][CH2:25][CH:24]([C:27]([NH:37][S:34]([C:30]([CH3:33])([CH3:32])[CH3:31])(=[O:36])=[O:35])=[O:28])[CH2:23][CH2:22]4)=[CH:17][CH:16]=3)[CH:10]=2)[CH:5]=[CH:4]1)[CH3:2]. (2) Given the reactants Br[CH2:2][C:3]1[CH:8]=[CH:7][CH:6]=[CH:5][C:4]=1[CH2:9]Br.O.O.OC[S:15]([O-:17])=[O:16].[Na+].O, predict the reaction product. The product is: [CH2:9]1[C:4]2[CH:5]=[CH:6][CH:7]=[CH:8][C:3]=2[CH2:2][S:15](=[O:16])[O:17]1. (3) The product is: [C:30]1([C:21]2[C:15]3[O:14][CH:13]([CH2:12][NH2:93])[CH2:17][C:16]=3[CH:18]=[CH:19][CH:20]=2)[C:39]2[C:34](=[CH:35][CH:36]=[CH:37][CH:38]=2)[CH:33]=[CH:32][CH:31]=1. Given the reactants CC1C=CC(S(O[CH2:12][CH:13]2[CH2:17][C:16]3[CH:18]=[CH:19][CH:20]=[C:21](OS(C(F)(F)F)(=O)=O)[C:15]=3[O:14]2)(=O)=O)=CC=1.[C:30]1(B(O)O)[C:39]2[C:34](=[CH:35][CH:36]=[CH:37][CH:38]=2)[CH:33]=[CH:32][CH:31]=1.P([O-])([O-])([O-])=O.[K+].[K+].[K+].CC1C=CC(S(OCC2CC3C=CC=C(C4C5C(=CC=CC=5)C=CC=4)C=3O2)(=O)=O)=CC=1.S(C1C=CC(C)=CC=1)([O-])(=O)=O.[N-:93]=[N+]=[N-].[Na+].N(CC1CC2C=CC=C(C3C4C(=CC=CC=4)C=CC=3)C=2O1)=[N+]=[N-].[N-]=[N+]=[N-], predict the reaction product. (4) Given the reactants [Cl:1][C:2]1[CH:3]=[C:4]([CH:20]=[CH:21][C:22]=1[F:23])[CH2:5][N:6]([O:18][CH3:19])[C:7](=[O:17])[CH:8]=[C:9]1[C:13](=[O:14])[O:12][C:11](C)(C)[O:10]1, predict the reaction product. The product is: [CH3:11][O:12][C:13](=[O:14])[C:9]([OH:10])=[CH:8][C:7](=[O:17])[N:6]([CH2:5][C:4]1[CH:20]=[CH:21][C:22]([F:23])=[C:2]([Cl:1])[CH:3]=1)[O:18][CH3:19].